Dataset: Reaction yield outcomes from USPTO patents with 853,638 reactions. Task: Predict the reaction yield, written as a fraction of the theoretical maximum amount of product (1.0 means a 100% yield; for example, 0.34 means a 34% yield). (1) The reactants are N[C:2]1[C:3]2[CH:10]=[CH:9][N:8]([CH:11]3[C:15]([CH3:17])([OH:16])[CH:14]([OH:18])[CH:13]([CH2:19][OH:20])[O:12]3)[C:4]=2[N:5]=[CH:6][N:7]=1.ClCC=[O:24]. The catalyst is CN1C(=O)CCC1.C(#N)C. The product is [OH:16][C:15]1([CH3:17])[CH:14]([OH:18])[CH:13]([CH2:19][OH:20])[O:12][CH:11]1[N:8]1[C:4]2[N:5]=[CH:6][NH:7][C:2](=[O:24])[C:3]=2[CH:10]=[CH:9]1. The yield is 0.590. (2) The reactants are [C:1]1([C:7]2[C:11]([C:12]([F:15])([F:14])[F:13])=[C:10]([C:16]([OH:18])=O)[O:9][N:8]=2)[CH:6]=[CH:5][CH:4]=[CH:3][CH:2]=1.[F:19]C1N=C(F)N=C(F)N=1. The catalyst is ClCCl.N1C=CC=CC=1. The product is [C:1]1([C:7]2[C:11]([C:12]([F:15])([F:14])[F:13])=[C:10]([C:16]([F:19])=[O:18])[O:9][N:8]=2)[CH:6]=[CH:5][CH:4]=[CH:3][CH:2]=1. The yield is 0.960. (3) The reactants are [F:1][C:2]1[CH:7]=[CH:6][C:5]([C:8]2[N:13]=[C:12]3[NH:14][N:15]=[CH:16][C:11]3=[C:10]([CH:17]3[CH2:22][CH2:21][NH:20][CH2:19][CH2:18]3)[C:9]=2[C:23]2[CH:28]=[CH:27][N:26]=[CH:25][CH:24]=2)=[CH:4][CH:3]=1.[OH-].[Na+].[CH:31](O)=O. The catalyst is C=O. The product is [F:1][C:2]1[CH:3]=[CH:4][C:5]([C:8]2[N:13]=[C:12]3[NH:14][N:15]=[CH:16][C:11]3=[C:10]([CH:17]3[CH2:18][CH2:19][N:20]([CH3:31])[CH2:21][CH2:22]3)[C:9]=2[C:23]2[CH:24]=[CH:25][N:26]=[CH:27][CH:28]=2)=[CH:6][CH:7]=1. The yield is 0.190. (4) The reactants are Br[C:2]1[CH:3]=[C:4]([CH:7]=[CH:8][CH:9]=1)[CH:5]=[O:6].[CH3:10][O:11][C:12]1[CH:13]=[C:14]([OH:27])[CH:15]=[C:16](B2OC(C)(C)C(C)(C)O2)[CH:17]=1.C(=O)([O-])[O-].[Cs+].[Cs+].[Cl-].[NH4+]. The catalyst is ClCCl.[Pd](Cl)Cl.C1(P(C2C=CC=CC=2)[C-]2C=CC=C2)C=CC=CC=1.[C-]1(P(C2C=CC=CC=2)C2C=CC=CC=2)C=CC=C1.[Fe+2].O.C(O)C.COCCOC. The product is [OH:27][C:14]1[CH:15]=[C:16]([C:2]2[CH:9]=[CH:8][CH:7]=[C:4]([CH:5]=[O:6])[CH:3]=2)[CH:17]=[C:12]([O:11][CH3:10])[CH:13]=1. The yield is 0.600.